This data is from Full USPTO retrosynthesis dataset with 1.9M reactions from patents (1976-2016). The task is: Predict the reactants needed to synthesize the given product. Given the product [Cl:34][C:30]1[CH:29]=[C:28]2[C:33]([C:24]([NH:5][C:4]3[CH:6]=[C:7]([CH2:16][N:17]4[CH2:22][CH2:21][O:20][CH2:19][CH2:18]4)[C:8]([N:9]4[CH2:14][CH2:13][N:12]([CH3:15])[CH2:11][CH2:10]4)=[C:2]([CH3:1])[CH:3]=3)=[CH:25][CH:26]=[N:27]2)=[CH:32][CH:31]=1, predict the reactants needed to synthesize it. The reactants are: [CH3:1][C:2]1[CH:3]=[C:4]([CH:6]=[C:7]([CH2:16][N:17]2[CH2:22][CH2:21][O:20][CH2:19][CH2:18]2)[C:8]=1[N:9]1[CH2:14][CH2:13][N:12]([CH3:15])[CH2:11][CH2:10]1)[NH2:5].Cl[C:24]1[C:33]2[C:28](=[CH:29][C:30]([Cl:34])=[CH:31][CH:32]=2)[N:27]=[CH:26][CH:25]=1.Cl.